Dataset: Full USPTO retrosynthesis dataset with 1.9M reactions from patents (1976-2016). Task: Predict the reactants needed to synthesize the given product. (1) Given the product [O:19]=[C:2]1[CH:11]=[CH:10][CH:9]2[CH:4]([CH:5]=[CH:6][C:7]([C:12]([OH:14])=[O:13])=[CH:8]2)[NH:3]1, predict the reactants needed to synthesize it. The reactants are: Cl[C:2]1[CH:11]=[CH:10][C:9]2[C:4](=[CH:5][CH:6]=[C:7]([C:12]([O:14]C)=[O:13])[CH:8]=2)[N:3]=1.C1C[O:19]CC1. (2) Given the product [CH2:1]([O:8][C:9]1[N:18]=[C:17]([C:19]2[CH:20]=[C:21]3[C:25](=[CH:26][CH:27]=2)[N:24]([CH3:28])[CH:23]=[C:22]3[C:29]#[N:30])[C:16]([CH2:31][CH3:32])=[C:15]([O:33][CH2:34][C:35]2[CH:36]=[CH:37][CH:38]=[CH:39][CH:40]=2)[C:10]=1[C:11]([OH:13])=[O:12])[C:2]1[CH:3]=[CH:4][CH:5]=[CH:6][CH:7]=1, predict the reactants needed to synthesize it. The reactants are: [CH2:1]([O:8][C:9]1[N:18]=[C:17]([C:19]2[CH:20]=[C:21]3[C:25](=[CH:26][CH:27]=2)[N:24]([CH3:28])[CH:23]=[C:22]3[C:29]#[N:30])[C:16]([CH2:31][CH3:32])=[C:15]([O:33][CH2:34][C:35]2[CH:40]=[CH:39][CH:38]=[CH:37][CH:36]=2)[C:10]=1[C:11]([O:13]C)=[O:12])[C:2]1[CH:7]=[CH:6][CH:5]=[CH:4][CH:3]=1.C[Si](C)(C)[O-].[K+].